From a dataset of Full USPTO retrosynthesis dataset with 1.9M reactions from patents (1976-2016). Predict the reactants needed to synthesize the given product. (1) Given the product [OH:3][C:4]1[CH:9]=[CH:8][CH:7]=[CH:6][C:5]=1[C:10]1[O:14][N:13]=[C:12]([CH2:15][CH2:16][CH2:17][CH2:18][C:19]([OH:21])=[O:20])[N:11]=1, predict the reactants needed to synthesize it. The reactants are: [OH-].[Na+].[OH:3][C:4]1[CH:9]=[CH:8][CH:7]=[CH:6][C:5]=1[C:10]1[O:14][N:13]=[C:12]([CH2:15][CH2:16][CH2:17][CH2:18][C:19]([O:21]C)=[O:20])[N:11]=1.Cl. (2) Given the product [CH2:1]1[C:10]2[CH:9]=[CH:8][CH:7]=[C:6]([OH:11])[C:5]=2[CH2:4][CH2:3][NH:2]1, predict the reactants needed to synthesize it. The reactants are: [CH:1]1[C:10]2[CH:9]=[CH:8][CH:7]=[C:6]([OH:11])[C:5]=2[CH:4]=[CH:3][N:2]=1. (3) Given the product [Cl:1][C:2]1[CH:11]=[C:10]2[C:5]([CH:6]=[CH:7][CH:8]=[C:9]2[C:12]2[N:13]3[CH2:21][CH2:20][N:19]=[C:14]3[S:15][C:16]=2[CH2:17][OH:18])=[CH:4][CH:3]=1, predict the reactants needed to synthesize it. The reactants are: [Cl:1][C:2]1[CH:11]=[C:10]2[C:5]([CH:6]=[CH:7][CH:8]=[C:9]2[C:12]2[N:13]3[CH2:21][CH2:20][N:19]=[C:14]3[S:15][C:16]=2[CH:17]=[O:18])=[CH:4][CH:3]=1.[BH4-].[Na+].Cl. (4) Given the product [CH3:34][C:35]([CH3:39])=[CH:36][C:4]([C:5]1[CH:10]=[CH:9][CH:8]=[C:7]([NH:11][C:12]2[CH:17]=[C:16]([NH:18][C:19]3[CH:24]=[CH:23][C:22]([O:25][C:26]4[CH:31]=[CH:30][CH:29]=[CH:28][CH:27]=4)=[CH:21][CH:20]=3)[N:15]=[CH:14][N:13]=2)[CH:6]=1)=[O:32], predict the reactants needed to synthesize it. The reactants are: CON(C)[C:4](=[O:32])[C:5]1[CH:10]=[CH:9][CH:8]=[C:7]([NH:11][C:12]2[CH:17]=[C:16]([NH:18][C:19]3[CH:24]=[CH:23][C:22]([O:25][C:26]4[CH:31]=[CH:30][CH:29]=[CH:28][CH:27]=4)=[CH:21][CH:20]=3)[N:15]=[CH:14][N:13]=2)[CH:6]=1.[CH3:34][C:35]([CH3:39])=[CH:36][Mg]Br. (5) The reactants are: [C:1]([C:3]1[C:4]([N:18]2[CH2:23][CH2:22][NH:21][CH2:20][CH2:19]2)=[N:5][C:6]([C:14]([F:17])([F:16])[F:15])=[C:7]([CH:13]=1)[C:8]([O:10][CH2:11][CH3:12])=[O:9])#[N:2].[CH2:24]([O:26][C:27]1[CH:32]=[CH:31][CH:30]=[CH:29][C:28]=1[N:33]=[C:34]=[O:35])[CH3:25]. Given the product [C:1]([C:3]1[C:4]([N:18]2[CH2:23][CH2:22][N:21]([C:34]([NH:33][C:28]3[CH:29]=[CH:30][CH:31]=[CH:32][C:27]=3[O:26][CH2:24][CH3:25])=[O:35])[CH2:20][CH2:19]2)=[N:5][C:6]([C:14]([F:15])([F:17])[F:16])=[C:7]([CH:13]=1)[C:8]([O:10][CH2:11][CH3:12])=[O:9])#[N:2], predict the reactants needed to synthesize it. (6) Given the product [C:18]([C:14]1[NH:13][C:12]([C:8]2[C:7]([NH:6][C:4](=[O:5])[C:3]3[C:22]([F:26])=[CH:23][CH:24]=[CH:25][C:2]=3[F:1])=[CH:11][NH:10][N:9]=2)=[N:16][C:15]=1[CH3:17])#[N:28], predict the reactants needed to synthesize it. The reactants are: [F:1][C:2]1[CH:25]=[CH:24][CH:23]=[C:22]([F:26])[C:3]=1[C:4]([NH:6][C:7]1[C:8]([C:12]2[NH:13][C:14]([C:18](F)(F)F)=[C:15]([CH3:17])[N:16]=2)=[N:9][NH:10][CH:11]=1)=[O:5].[OH-].[NH4+:28]. (7) Given the product [Br:25][C:23]1[CH:24]=[C:19]([CH2:18][C:17]([OH:42])=[O:16])[CH:20]=[C:21]([Br:41])[C:22]=1[O:26][C:27]1[CH:32]=[C:31]([CH:33]([CH3:34])[CH3:35])[C:30]([O:36][CH3:37])=[CH:29][C:28]=1[CH:38]([C:3]1[C:4]2[C:9](=[CH:8][CH:7]=[CH:6][CH:5]=2)[NH:1][CH:2]=1)[CH3:39], predict the reactants needed to synthesize it. The reactants are: [NH:1]1[C:9]2[C:4](=[CH:5][CH:6]=[CH:7][CH:8]=2)[CH:3]=[CH:2]1.O.O.[Sn](Cl)Cl.C[O:16][C:17](=[O:42])[CH2:18][C:19]1[CH:24]=[C:23]([Br:25])[C:22]([O:26][C:27]2[CH:32]=[C:31]([CH:33]([CH3:35])[CH3:34])[C:30]([O:36][CH3:37])=[CH:29][C:28]=2[CH:38](O)[CH3:39])=[C:21]([Br:41])[CH:20]=1.O. (8) Given the product [OH:7][CH2:6][C:5]#[C:4][CH2:3][O:8][CH2:10][C:11]#[N:12], predict the reactants needed to synthesize it. The reactants are: [H-].[Na+].[CH2:3]([OH:8])[C:4]#[C:5][CH2:6][OH:7].Br[CH2:10][C:11]#[N:12]. (9) Given the product [CH2:1]([N:8]([CH2:12][C:13]1[CH:14]=[C:15]([CH:33]=[CH:34][C:35]=1[OH:36])[O:16][C:17]1[C:22]([CH3:23])=[CH:21][C:20]([NH:24][C:25](=[O:31])[C:26]([OH:28])=[O:27])=[CH:19][C:18]=1[CH3:32])[CH:9]([CH3:11])[CH3:10])[C:2]1[CH:7]=[CH:6][CH:5]=[CH:4][CH:3]=1, predict the reactants needed to synthesize it. The reactants are: [CH2:1]([N:8]([CH2:12][C:13]1[CH:14]=[C:15]([CH:33]=[CH:34][C:35]=1[OH:36])[O:16][C:17]1[C:22]([CH3:23])=[CH:21][C:20]([NH:24][C:25](=[O:31])[C:26]([O:28]CC)=[O:27])=[CH:19][C:18]=1[CH3:32])[CH:9]([CH3:11])[CH3:10])[C:2]1[CH:7]=[CH:6][CH:5]=[CH:4][CH:3]=1.[OH-].[Na+]. (10) Given the product [Cl:21][C:8]1[C:7]([O:22][CH3:23])=[CH:6][CH:5]=[C:4]2[C:9]=1[N:10]=[C:11]([C:13]1[S:14][CH:15]=[C:16]([CH:18]3[CH2:20][CH2:19]3)[N:17]=1)[CH:2]=[C:1]2[OH:3], predict the reactants needed to synthesize it. The reactants are: [C:1]([C:4]1[C:9]([NH:10][C:11]([C:13]2[S:14][CH:15]=[C:16]([CH:18]3[CH2:20][CH2:19]3)[N:17]=2)=O)=[C:8]([Cl:21])[C:7]([O:22][CH3:23])=[CH:6][CH:5]=1)(=[O:3])[CH3:2].C(C1N=C(C2C=C(O)C3C(=CC(OC)=CC=3)N=2)SC=1)(C)C.